Dataset: Catalyst prediction with 721,799 reactions and 888 catalyst types from USPTO. Task: Predict which catalyst facilitates the given reaction. (1) Reactant: [NH2:1][CH2:2][C:3]1[CH:8]=[CH:7][C:6]([C:9]2[N:13]=[C:12]([C:14]3[S:18][C:17]([CH2:19][N:20]([CH2:23][CH3:24])[CH2:21][CH3:22])=[C:16]([CH3:25])[CH:15]=3)[O:11][N:10]=2)=[CH:5][CH:4]=1.CCN(C(C)C)C(C)C.[CH3:35][S:36](Cl)(=[O:38])=[O:37]. Product: [CH2:21]([N:20]([CH2:19][C:17]1[S:18][C:14]([C:12]2[O:11][N:10]=[C:9]([C:6]3[CH:7]=[CH:8][C:3]([CH2:2][NH:1][S:36]([CH3:35])(=[O:38])=[O:37])=[CH:4][CH:5]=3)[N:13]=2)=[CH:15][C:16]=1[CH3:25])[CH2:23][CH3:24])[CH3:22]. The catalyst class is: 2. (2) Reactant: [F:1][C:2]1[CH:3]=[C:4]([C:8]2[C:17]3[C:12](=[CH:13][CH:14]=[C:15]([O:18][CH3:19])[CH:16]=3)[NH:11][C:10](=O)[C:9]=2[C:21]#[N:22])[CH:5]=[CH:6][CH:7]=1.O=P(Cl)(Cl)[Cl:25]. Product: [Cl:25][C:10]1[C:9]([C:21]#[N:22])=[C:8]([C:4]2[CH:5]=[CH:6][CH:7]=[C:2]([F:1])[CH:3]=2)[C:17]2[C:12](=[CH:13][CH:14]=[C:15]([O:18][CH3:19])[CH:16]=2)[N:11]=1. The catalyst class is: 25.